The task is: Predict which catalyst facilitates the given reaction.. This data is from Catalyst prediction with 721,799 reactions and 888 catalyst types from USPTO. (1) Reactant: [Cl:1][C:2]1[CH:7]=[CH:6][C:5]([CH2:8][C@@H:9]([NH:42]C(OC(C)(C)C)=O)[C:10]([N:12]2[CH2:17][CH2:16][CH:15]([C:18]3[CH:23]=[CH:22][CH:21]=[CH:20][C:19]=3[NH:24][C:25]([O:27][CH2:28][CH:29]3[C:41]4[CH:40]=[CH:39][CH:38]=[CH:37][C:36]=4[C:35]4[C:30]3=[CH:31][CH:32]=[CH:33][CH:34]=4)=[O:26])[CH2:14][CH2:13]2)=[O:11])=[CH:4][CH:3]=1.Cl. The catalyst class is: 25. Product: [ClH:1].[NH2:42][C@H:9]([CH2:8][C:5]1[CH:6]=[CH:7][C:2]([Cl:1])=[CH:3][CH:4]=1)[C:10]([N:12]1[CH2:17][CH2:16][CH:15]([C:18]2[CH:23]=[CH:22][CH:21]=[CH:20][C:19]=2[NH:24][C:25]([O:27][CH2:28][CH:29]2[C:30]3[CH:31]=[CH:32][CH:33]=[CH:34][C:35]=3[C:36]3[C:41]2=[CH:40][CH:39]=[CH:38][CH:37]=3)=[O:26])[CH2:14][CH2:13]1)=[O:11]. (2) Reactant: [OH:1][CH:2]([C:17]1[CH:18]=[CH:19][C:20]([NH:23][C:24](=[O:30])[O:25][C:26]([CH3:29])([CH3:28])[CH3:27])=[N:21][CH:22]=1)[C:3]([CH3:16])([N:5]1[CH2:15][CH2:14][C:8]2([C:12](=[O:13])[NH:11][CH2:10][CH2:9]2)[CH2:7][CH2:6]1)[CH3:4].FC(F)(F)S(O[C:37]1[CH2:38][O:39][C:40](=[O:43])[C:41]=1[CH3:42])(=O)=O.C(=O)([O-])[O-].[K+].[K+].CC1(C)C2C(=C(P(C3C=CC=CC=3)C3C=CC=CC=3)C=CC=2)OC2C(P(C3C=CC=CC=3)C3C=CC=CC=3)=CC=CC1=2. Product: [OH:1][CH:2]([C:17]1[CH:18]=[CH:19][C:20]([NH:23][C:24](=[O:30])[O:25][C:26]([CH3:29])([CH3:28])[CH3:27])=[N:21][CH:22]=1)[C:3]([CH3:16])([N:5]1[CH2:15][CH2:14][C:8]2([C:12](=[O:13])[N:11]([C:37]3[CH2:38][O:39][C:40](=[O:43])[C:41]=3[CH3:42])[CH2:10][CH2:9]2)[CH2:7][CH2:6]1)[CH3:4]. The catalyst class is: 160.